Task: Predict which catalyst facilitates the given reaction.. Dataset: Catalyst prediction with 721,799 reactions and 888 catalyst types from USPTO Product: [F:20][C:3]1[C:2]([CH:29]=[O:30])=[CH:11][C:10]2[C:5]([CH:4]=1)=[CH:6][CH:7]=[C:8]([O:12][C@H:13]1[CH2:18][CH2:17][C@@H:16]([CH3:19])[CH2:15][CH2:14]1)[CH:9]=2. Reactant: Br[C:2]1[C:3]([F:20])=[CH:4][C:5]2[C:10]([CH:11]=1)=[CH:9][C:8]([O:12][C@H:13]1[CH2:18][CH2:17][C@@H:16]([CH3:19])[CH2:15][CH2:14]1)=[CH:7][CH:6]=2.[Li]CCCC.CN([CH:29]=[O:30])C. The catalyst class is: 1.